Dataset: Forward reaction prediction with 1.9M reactions from USPTO patents (1976-2016). Task: Predict the product of the given reaction. (1) The product is: [CH:1]1([NH:4][C:5]([C:6]2[CH:7]=[C:8]([F:22])[C:9]([CH3:21])=[C:10]([C:31]3[CH:32]=[C:33]4[C:38](=[CH:39][CH:40]=3)[C:37](=[O:41])[N:36]([CH2:42][C:43]([CH3:52])([CH3:53])[CH2:44][O:45][C:46](=[O:51])[C:47]([CH3:49])([CH3:50])[CH3:48])[CH:35]=[C:34]4[CH2:54][N:55]3[CH2:60][CH2:59][N:58]([C:61]([O:63][C:64]([CH3:67])([CH3:66])[CH3:65])=[O:62])[CH2:57][C@H:56]3[CH3:68])[CH:11]=2)=[O:23])[CH2:2][CH2:3]1. Given the reactants [CH:1]1([NH:4][C:5](=[O:23])[C:6]2[CH:11]=[C:10](B3OC(C)(C)C(C)(C)O3)[C:9]([CH3:21])=[C:8]([F:22])[CH:7]=2)[CH2:3][CH2:2]1.C(=O)([O-])[O-].[K+].[K+].Br[C:31]1[CH:32]=[C:33]2[C:38](=[CH:39][CH:40]=1)[C:37](=[O:41])[N:36]([CH2:42][C:43]([CH3:53])([CH3:52])[CH2:44][O:45][C:46](=[O:51])[C:47]([CH3:50])([CH3:49])[CH3:48])[CH:35]=[C:34]2[CH2:54][N:55]1[CH2:60][CH2:59][N:58]([C:61]([O:63][C:64]([CH3:67])([CH3:66])[CH3:65])=[O:62])[CH2:57][C@H:56]1[CH3:68], predict the reaction product. (2) Given the reactants [CH2:1]([NH:8][C:9](=[O:11])[OH:10])[C:2]1[CH:7]=[CH:6][CH:5]=[CH:4][CH:3]=1.[NH:12]1[CH:16]=[CH:15][CH:14]=[N:13]1.C(=O)([O-])[O-].[K+].[K+].[Br:23]Br.O, predict the reaction product. The product is: [CH2:1]([NH:8][C:9](=[O:10])[OH:11])[C:2]1[CH:7]=[CH:6][CH:5]=[CH:4][CH:3]=1.[Br:23][C:16]1[CH:15]=[CH:14][NH:13][N:12]=1. (3) Given the reactants [CH:1]12[CH2:9][CH:5]([CH2:6][NH:7][CH2:8]1)[CH2:4][NH:3][CH2:2]2.[Cl:10][C:11]1[CH:16]=[CH:15][C:14](I)=[CH:13][N:12]=1, predict the reaction product. The product is: [Cl:10][C:11]1[N:12]=[CH:13][C:14]([N:3]2[CH2:4][CH:5]3[CH2:9][CH:1]([CH2:8][NH:7][CH2:6]3)[CH2:2]2)=[CH:15][CH:16]=1. (4) Given the reactants [C:1]([O:4][CH2:5][CH2:6][NH:7][C:8](=[O:22])[C@@H:9]([NH2:21])[CH2:10][C:11]1[CH:16]=[CH:15][C:14]([C:17]([F:20])([F:19])[F:18])=[CH:13][CH:12]=1)(=[O:3])[CH3:2].FC(F)(F)[C:25]1([CH:40]=[CH:39][CH:38]=[CH:37][CH2:36]1)[O:26][C:27]1[CH:35]=[CH:34][C:30]([C:31]([OH:33])=O)=[CH:29][CH:28]=1, predict the reaction product. The product is: [C:1]([O:4][CH2:5][CH2:6][NH:7][C:8](=[O:22])[C@@H:9]([NH:21][C:31](=[O:33])[C:30]1[CH:29]=[CH:28][C:27]([O:26][C:25]2[CH:36]=[CH:37][C:38]([C:17]([F:20])([F:19])[F:18])=[CH:39][CH:40]=2)=[CH:35][CH:34]=1)[CH2:10][C:11]1[CH:12]=[CH:13][C:14]([C:17]([F:19])([F:20])[F:18])=[CH:15][CH:16]=1)(=[O:3])[CH3:2]. (5) The product is: [ClH:1].[ClH:1].[Cl:1][C:2]1[CH:10]=[C:9]([Cl:11])[CH:8]=[CH:7][C:3]=1[C:4]([NH:26][C:24]1[CH:23]=[CH:22][CH:21]=[C:20]([C:17]2[CH2:18][CH2:19][CH:14]([N:13]([CH3:27])[CH3:12])[CH2:15][CH:16]=2)[N:25]=1)=[O:5]. Given the reactants [Cl:1][C:2]1[CH:10]=[C:9]([Cl:11])[CH:8]=[CH:7][C:3]=1[C:4](Cl)=[O:5].[CH3:12][N:13]([CH3:27])[CH:14]1[CH2:19][CH2:18][C:17]([C:20]2[N:25]=[C:24]([NH2:26])[CH:23]=[CH:22][CH:21]=2)=[CH:16][CH2:15]1, predict the reaction product. (6) Given the reactants N1C=CC=CC=1.CS(O)(=O)=O.[CH:12]1([C:18]2[C:26]3[C:25](=[O:27])[NH:24][C:23]([C:28]4[CH:33]=[CH:32][C:31](N5CCC(O)CC5)=[CH:30][C:29]=4OC)=[N:22][C:21]=3[N:20]([CH3:43])[N:19]=2)[CH2:17][CH2:16][CH2:15][CH2:14][CH2:13]1.[Br:44]C1C=CC(C(Cl)=O)=CC=1.C(=O)([O-])O.[Na+], predict the reaction product. The product is: [Br:44][C:31]1[CH:32]=[CH:33][C:28]([C:23]2[NH:24][C:25](=[O:27])[C:26]3[C:18]([CH:12]4[CH2:17][CH2:16][CH2:15][CH2:14][CH2:13]4)=[N:19][N:20]([CH3:43])[C:21]=3[N:22]=2)=[CH:29][CH:30]=1. (7) Given the reactants [CH:1]([O:4][C:5](=[O:13])[C:6]1[CH:11]=[CH:10][CH:9]=[C:8](Br)[CH:7]=1)([CH3:3])[CH3:2].C(N(CC)CC)C.[CH3:21][Si:22]([C:25]#[CH:26])([CH3:24])[CH3:23].C(OCC)(=O)C, predict the reaction product. The product is: [CH:1]([O:4][C:5](=[O:13])[C:6]1[CH:11]=[CH:10][CH:9]=[C:8]([C:26]#[C:25][Si:22]([CH3:24])([CH3:23])[CH3:21])[CH:7]=1)([CH3:3])[CH3:2]. (8) Given the reactants [CH3:1][C:2]1([CH3:48])[CH2:6][C:5]2([CH2:11][CH2:10][CH2:9][N:8]([CH:12]3[CH2:17][CH2:16][N:15]([C:18]([C:20]4[CH:21]=[C:22]([C:31]5[CH:46]=[CH:45][C:34]([C:35]([O:37]CC6C=CC=CC=6)=[O:36])=[CH:33][CH:32]=5)[S:23][C:24]=4[NH:25][C:26](=[O:30])[NH:27][CH2:28][CH3:29])=[O:19])[CH2:14][CH2:13]3)[CH2:7]2)[C:4](=[O:47])[O:3]1, predict the reaction product. The product is: [CH3:48][C:2]1([CH3:1])[CH2:6][C:5]2([CH2:11][CH2:10][CH2:9][N:8]([CH:12]3[CH2:17][CH2:16][N:15]([C:18]([C:20]4[CH:21]=[C:22]([C:31]5[CH:46]=[CH:45][C:34]([C:35]([OH:37])=[O:36])=[CH:33][CH:32]=5)[S:23][C:24]=4[NH:25][C:26](=[O:30])[NH:27][CH2:28][CH3:29])=[O:19])[CH2:14][CH2:13]3)[CH2:7]2)[C:4](=[O:47])[O:3]1. (9) The product is: [C:47]([C@@H:50]([NH:65][C:66]([C@@H:68](/[CH:82]=[CH:83]/[CH2:84][CH2:85][CH2:86][CH2:87][CH2:88][CH2:89][C:90](=[O:98])[CH2:91][CH2:92][CH2:93][CH2:94][CH2:95][CH2:96][CH3:97])[C@@:69]([OH:81])([CH2:77][CH2:78][O:79][CH3:80])[C:70]([OH:72])=[O:71])=[O:67])[CH2:51][C:52]1[CH:57]=[CH:56][C:55]([C:58]2[CH:63]=[CH:62][CH:61]=[CH:60][C:59]=2[F:64])=[CH:54][CH:53]=1)([OH:49])=[O:48]. Given the reactants C(OC1C=CC(C[C@H](NC([C@@H](/C=C/CCCCCCC(F)(F)CCCCCCC)[C@@](O)(CCC)C(O)=O)=O)C(O)=O)=CC=1)C#CC.[C:47]([C@@H:50]([NH:65][C:66]([C@@H:68](/[CH:82]=[CH:83]/[CH2:84][CH2:85][CH2:86][CH2:87][CH2:88][CH2:89][C:90](=[O:98])[CH2:91][CH2:92][CH2:93][CH2:94][CH2:95][CH2:96][CH3:97])[C@@:69]([OH:81])([CH2:77][CH2:78][O:79][CH3:80])[C:70]([O:72]C(C)(C)C)=[O:71])=[O:67])[CH2:51][C:52]1[CH:57]=[CH:56][C:55]([C:58]2[CH:63]=[CH:62][CH:61]=[CH:60][C:59]=2[F:64])=[CH:54][CH:53]=1)([OH:49])=[O:48], predict the reaction product.